Dataset: Reaction yield outcomes from USPTO patents with 853,638 reactions. Task: Predict the reaction yield, written as a fraction of the theoretical maximum amount of product (1.0 means a 100% yield; for example, 0.34 means a 34% yield). (1) The reactants are [O:1]1[CH2:6][CH2:5][N:4]([C:7]2[N:12]=[C:11]([N:13]3[CH2:18][CH2:17][O:16][CH2:15][CH2:14]3)[N:10]=[C:9]([C:19]3[CH:24]=[CH:23][C:22]([NH:25][C:26](=[O:37])[NH:27][C:28]4[CH:36]=[CH:35][C:31]([C:32]([OH:34])=O)=[CH:30][CH:29]=4)=[CH:21][CH:20]=3)[N:8]=2)[CH2:3][CH2:2]1.CCN(C(C)C)C(C)C.CN(C(ON1N=NC2C=CC=CC1=2)=[N+](C)C)C.F[P-](F)(F)(F)(F)F.[N:71]12[CH2:78][CH2:77][CH:74]([CH2:75][CH2:76]1)[CH:73]([NH2:79])[CH2:72]2. The catalyst is CN1C(=O)CCC1. The product is [O:16]1[CH2:15][CH2:14][N:13]([C:11]2[N:12]=[C:7]([N:4]3[CH2:3][CH2:2][O:1][CH2:6][CH2:5]3)[N:8]=[C:9]([C:19]3[CH:20]=[CH:21][C:22]([NH:25][C:26](=[O:37])[NH:27][C:28]4[CH:36]=[CH:35][C:31]([C:32]([NH:79][CH:73]5[CH:74]6[CH2:77][CH2:78][N:71]([CH2:76][CH2:75]6)[CH2:72]5)=[O:34])=[CH:30][CH:29]=4)=[CH:23][CH:24]=3)[N:10]=2)[CH2:18][CH2:17]1. The yield is 0.400. (2) The reactants are [H-].[Na+].[Cl:3][C:4]1[CH:5]=[C:6]([N:10]2[CH:14]=[C:13]([CH2:15][OH:16])[N:12]=[N:11]2)[CH:7]=[CH:8][CH:9]=1.[CH:17]1([N:20]2[C:24](S(C)(=O)=O)=[N:23][N:22]=[C:21]2[C:29]2[CH:34]=[CH:33][N:32]=[CH:31][CH:30]=2)[CH2:19][CH2:18]1. The catalyst is CN(C=O)C.CCOC(C)=O. The product is [Cl:3][C:4]1[CH:5]=[C:6]([N:10]2[CH:14]=[C:13]([CH2:15][O:16][C:24]3[N:20]([CH:17]4[CH2:19][CH2:18]4)[C:21]([C:29]4[CH:30]=[CH:31][N:32]=[CH:33][CH:34]=4)=[N:22][N:23]=3)[N:12]=[N:11]2)[CH:7]=[CH:8][CH:9]=1. The yield is 0.190. (3) The reactants are [CH2:1]([OH:8])[C:2]1[CH:7]=[CH:6][CH:5]=[CH:4][CH:3]=1.[H-].[Na+].[H][H].Cl[C:14]1[C:15]([C:21]#[N:22])=[N:16][CH:17]=[C:18](Cl)[CH:19]=1. The catalyst is C1COCC1. The product is [CH2:1]([O:8][C:14]1[C:15]([C:21]#[N:22])=[N:16][CH:17]=[C:18]([O:8][CH2:1][C:2]2[CH:7]=[CH:6][CH:5]=[CH:4][CH:3]=2)[CH:19]=1)[C:2]1[CH:7]=[CH:6][CH:5]=[CH:4][CH:3]=1. The yield is 0.940. (4) The reactants are [Cl:1][C:2]1[CH:3]=[C:4]2[C:9](=[CH:10][CH:11]=1)[CH:8]=[C:7]([SH:12])[CH:6]=[CH:5]2.[CH3:13][N:14]([CH:20]1[CH2:25][CH2:24][N:23]([C:26]2[CH:31]=[CH:30][N:29]=[CH:28][CH:27]=2)[CH2:22][CH2:21]1)[S:15]([CH2:18][CH3:19])(=[O:17])=[O:16].CO. The catalyst is C(Cl)Cl. The product is [Cl:1][C:2]1[CH:3]=[C:4]2[C:9](=[CH:10][CH:11]=1)[CH:8]=[C:7]([S:12][CH2:19][CH2:18][S:15]([N:14]([CH3:13])[CH:20]1[CH2:21][CH2:22][N:23]([C:26]3[CH:31]=[CH:30][N:29]=[CH:28][CH:27]=3)[CH2:24][CH2:25]1)(=[O:16])=[O:17])[CH:6]=[CH:5]2. The yield is 0.510.